The task is: Predict which catalyst facilitates the given reaction.. This data is from Catalyst prediction with 721,799 reactions and 888 catalyst types from USPTO. (1) Reactant: [F:1][C:2]([F:18])([C:14]([F:17])([F:16])[F:15])[CH2:3][CH2:4][S:5]([CH2:8][C:9]([O:11][CH2:12][CH3:13])=[O:10])(=[O:7])=[O:6].[F:19][C:20]([S:23][CH2:24][CH2:25]OS(C(F)(F)F)(=O)=O)([F:22])[F:21].C(=O)([O-])[O-].[K+].[K+]. Product: [F:18][C:2]([F:1])([C:14]([F:15])([F:16])[F:17])[CH2:3][CH2:4][S:5]([CH:8]([CH2:25][CH2:24][S:23][C:20]([F:22])([F:21])[F:19])[C:9]([O:11][CH2:12][CH3:13])=[O:10])(=[O:6])=[O:7]. The catalyst class is: 149. (2) Reactant: [NH2:1][C@@H:2]([C@H:6]([OH:10])[CH:7]([CH3:9])[CH3:8])[C:3]([OH:5])=[O:4].C([O-])(O)=O.[Na+].[C:16](=O)([O-:37])[O:17][C:18]1C(C)=C(C2C=CC(C3C=CC=CC=3)=CC=2)C=CN=1.[C:39]1([C:45]2[CH:50]=[CH:49][C:48](C3C=CN(C([O-])=O)C(=O)C=3C)=[CH:47][CH:46]=2)[CH:44]=[CH:43][CH:42]=[CH:41][CH:40]=1. Product: [OH:10][C@H:6]([CH:7]([CH3:9])[CH3:8])[C@H:2]([N:1]([C:48]1[CH:47]=[CH:46][C:45]([C:39]2[CH:40]=[CH:41][CH:42]=[CH:43][CH:44]=2)=[CH:50][CH:49]=1)[C:16]([O:17][CH3:18])=[O:37])[C:3]([OH:5])=[O:4]. The catalyst class is: 90. (3) Reactant: [Br:1][C:2]1[CH:3]=[C:4]([C:9]2[CH:14]=[CH:13][C:12]([CH2:15][N:16]([CH3:32])[C:17]([C:19]3[C:23]4[CH:24]=[CH:25][CH:26]=[CH:27][C:22]=4[O:21][C:20]=3[CH2:28][CH2:29][CH2:30][CH3:31])=[O:18])=[CH:11][CH:10]=2)[CH:5]=[CH:6][C:7]=1[OH:8].Br[CH2:34][C:35]([O:37][CH3:38])=[O:36].C(=O)([O-])[O-].[K+].[K+]. Product: [CH3:38][O:37][C:35](=[O:36])[CH2:34][O:8][C:7]1[CH:6]=[CH:5][C:4]([C:9]2[CH:10]=[CH:11][C:12]([CH2:15][N:16]([C:17]([C:19]3[C:23]4[CH:24]=[CH:25][CH:26]=[CH:27][C:22]=4[O:21][C:20]=3[CH2:28][CH2:29][CH2:30][CH3:31])=[O:18])[CH3:32])=[CH:13][CH:14]=2)=[CH:3][C:2]=1[Br:1]. The catalyst class is: 3. (4) Reactant: [CH:1](NC(C)C)(C)C.C([Li])CCC.[C:13]([O:17][C:18]([CH:20]1[CH2:27][CH2:26][CH2:25][CH:24]=[CH:23][CH2:22][CH2:21]1)=[O:19])([CH3:16])([CH3:15])[CH3:14].CI.Cl. Product: [C:13]([O:17][C:18]([C:20]1([CH3:1])[CH2:21][CH2:22][CH2:23][CH:24]=[CH:25][CH2:26][CH2:27]1)=[O:19])([CH3:16])([CH3:14])[CH3:15]. The catalyst class is: 7. (5) Reactant: [C:1]([NH:5][S:6]([C:9]1[CH:10]=[C:11]([C:15]([O:17]C)=O)[N:12]([CH3:14])[CH:13]=1)(=[O:8])=[O:7])([CH3:4])([CH3:3])[CH3:2].[OH-].[Li+].Cl.[NH2:22][C:23]1[CH:24]=[CH:25][C:26]([F:31])=[C:27]([CH:30]=1)[C:28]#[N:29].C(NS(C1C=C(C(O)=O)N(C)C=1)(=O)=O)(C)(C)C. Product: [C:1]([NH:5][S:6]([C:9]1[CH:10]=[C:11]([C:15]([NH:22][C:23]2[CH:24]=[CH:25][C:26]([F:31])=[C:27]([C:28]#[N:29])[CH:30]=2)=[O:17])[N:12]([CH3:14])[CH:13]=1)(=[O:7])=[O:8])([CH3:2])([CH3:3])[CH3:4]. The catalyst class is: 278. (6) Reactant: [OH:1][CH2:2][CH2:3][CH2:4][O:5][C:6]1[CH:13]=[CH:12][C:9]([C:10]#[N:11])=[CH:8][N:7]=1.[SH2:14].C(NCC)C. Product: [OH:1][CH2:2][CH2:3][CH2:4][O:5][C:6]1[CH:13]=[CH:12][C:9]([C:10]([NH2:11])=[S:14])=[CH:8][N:7]=1. The catalyst class is: 3. (7) Reactant: CC1(C)C(C)(C)OB([C:9]2[CH:10]=[N:11][N:12]([CH2:14][C:15]([O:17][CH2:18][CH3:19])=[O:16])[CH:13]=2)O1.C(=O)([O-])[O-].[Na+].[Na+].[Br:27][C:28]1[N:33]=[CH:32][C:31]2[C:34](I)=[CH:35][N:36]([CH:37]([CH3:39])[CH3:38])[C:30]=2[CH:29]=1.C(#N)C. Product: [Br:27][C:28]1[N:33]=[CH:32][C:31]2[C:34]([C:9]3[CH:10]=[N:11][N:12]([CH2:14][C:15]([O:17][CH2:18][CH3:19])=[O:16])[CH:13]=3)=[CH:35][N:36]([CH:37]([CH3:39])[CH3:38])[C:30]=2[CH:29]=1. The catalyst class is: 257.